This data is from Full USPTO retrosynthesis dataset with 1.9M reactions from patents (1976-2016). The task is: Predict the reactants needed to synthesize the given product. (1) Given the product [CH3:26][O:25][C:23](=[O:24])[CH2:22][CH2:21][CH2:10][C:8]1[S:9][C:5]2[CH:4]=[CH:3][C:2]([Br:1])=[CH:11][C:6]=2[N:7]=1, predict the reactants needed to synthesize it. The reactants are: [Br:1][C:2]1[CH:3]=[CH:4][C:5]2[S:9][C:8]([CH3:10])=[N:7][C:6]=2[CH:11]=1.C([N-]C(C)C)(C)C.[Li+].Br[CH2:21][CH2:22][C:23]([O:25][CH3:26])=[O:24]. (2) Given the product [O:15]1[C:19]2[CH:20]=[CH:21][C:22]([C:24]3([C:27]([NH:14][C:8]4[CH:7]=[C:6]5[C:11](=[CH:10][CH:9]=4)[NH:12][C:13]4[CH2:1][CH2:2][CH2:3][CH2:4][C:5]5=4)=[O:28])[CH2:25][CH2:26]3)=[CH:23][C:18]=2[O:17][CH2:16]1, predict the reactants needed to synthesize it. The reactants are: [CH2:1]1[C:13]2[NH:12][C:11]3[C:6](=[CH:7][C:8]([NH2:14])=[CH:9][CH:10]=3)[C:5]=2[CH2:4][CH2:3][CH2:2]1.[O:15]1[C:19]2[CH:20]=[CH:21][C:22]([C:24]3([C:27](O)=[O:28])[CH2:26][CH2:25]3)=[CH:23][C:18]=2[O:17][CH2:16]1.C(N(C(C)C)CC)(C)C.F[P-](F)(F)(F)(F)F.N1(OC(N(C)C)=[N+](C)C)C2N=CC=CC=2N=N1. (3) Given the product [Br-:10].[O:3]=[C:2]([C:4]1[CH:9]=[CH:8][CH:7]=[CH:6][CH:5]=1)[CH2:1][S+:11]1[CH2:15][CH2:14][CH2:13][CH2:12]1, predict the reactants needed to synthesize it. The reactants are: [CH2:1]([Br:10])[C:2]([C:4]1[CH:9]=[CH:8][CH:7]=[CH:6][CH:5]=1)=[O:3].[S:11]1[CH2:15][CH2:14][CH2:13][CH2:12]1. (4) Given the product [Cl:1][C:2]1[CH:3]=[CH:4][C:5]2[CH2:12][N:11]([C:26](=[O:34])[CH2:27][CH2:28][CH2:29][C:30]([O:32][CH3:33])=[O:31])[C:10]3[CH:13]=[CH:14][CH:15]=[CH:16][C:9]=3[CH:8]=[CH:7][C:6]=2[CH:17]=1, predict the reactants needed to synthesize it. The reactants are: [Cl:1][C:2]1[CH:3]=[CH:4][C:5]2[CH2:12][NH:11][C:10]3[CH:13]=[CH:14][CH:15]=[CH:16][C:9]=3[CH:8]=[CH:7][C:6]=2[CH:17]=1.CCN(CC)CC.Cl[C:26](=[O:34])[CH2:27][CH2:28][CH2:29][C:30]([O:32][CH3:33])=[O:31].